Predict the product of the given reaction. From a dataset of Forward reaction prediction with 1.9M reactions from USPTO patents (1976-2016). (1) Given the reactants [CH3:1][C:2]1([C:7]2[S:11][C:10]([CH2:12][N:13]3[CH:17]=[CH:16][C:15]([NH2:18])=[N:14]3)=[CH:9][CH:8]=2)[O:6]CCO1.[CH3:19][C:20]1[O:21][C:22]([C:28]2[CH:33]=[CH:32][CH:31]=[C:30]([O:34][C:35]([F:38])([F:37])[F:36])[CH:29]=2)=[C:23]([C:25](O)=[O:26])[N:24]=1, predict the reaction product. The product is: [C:2]([C:7]1[S:11][C:10]([CH2:12][N:13]2[CH:17]=[CH:16][C:15]([NH:18][C:25]([C:23]3[N:24]=[C:20]([CH3:19])[O:21][C:22]=3[C:28]3[CH:33]=[CH:32][CH:31]=[C:30]([O:34][C:35]([F:37])([F:36])[F:38])[CH:29]=3)=[O:26])=[N:14]2)=[CH:9][CH:8]=1)(=[O:6])[CH3:1]. (2) Given the reactants [CH3:1][C:2]1[C:11]2[CH2:10][CH2:9][C:8](=[O:12])[NH:7][C:6]=2[N:5]=[C:4]([O:13][CH2:14][CH2:15][CH2:16][CH:17]=O)[CH:3]=1.Cl.[C:20]1([N:30]2[CH2:35][CH2:34][NH:33][CH2:32][CH2:31]2)[C:29]2[C:24](=[CH:25][CH:26]=[CH:27][CH:28]=2)[CH:23]=[CH:22][CH:21]=1, predict the reaction product. The product is: [CH3:1][C:2]1[CH:3]=[C:4]([O:13][CH2:14][CH2:15][CH2:16][CH2:17][N:33]2[CH2:32][CH2:31][N:30]([C:20]3[C:29]4[C:24](=[CH:25][CH:26]=[CH:27][CH:28]=4)[CH:23]=[CH:22][CH:21]=3)[CH2:35][CH2:34]2)[N:5]=[C:6]2[C:11]=1[CH2:10][CH2:9][C:8](=[O:12])[NH:7]2. (3) Given the reactants CS(O[CH2:6][CH2:7][C:8]1[O:9][C:10]2[CH:16]=[CH:15][C:14]([C:17]3[CH:22]=[CH:21][C:20]([C:23]#[N:24])=[CH:19][CH:18]=3)=[CH:13][C:11]=2[CH:12]=1)(=O)=O.[CH3:25][CH:26]1[CH2:31][CH2:30][CH2:29][CH2:28][NH:27]1, predict the reaction product. The product is: [CH3:25][CH:26]1[CH2:31][CH2:30][CH2:29][CH2:28][N:27]1[CH2:6][CH2:7][C:8]1[O:9][C:10]2[CH:16]=[CH:15][C:14]([C:17]3[CH:22]=[CH:21][C:20]([C:23]#[N:24])=[CH:19][CH:18]=3)=[CH:13][C:11]=2[CH:12]=1. (4) Given the reactants [CH2:1]([O:3][C:4]([C:6]1[CH:10]=[C:9]([CH3:11])[N:8]([CH2:12][C:13]2[CH:18]=[C:17]([Br:19])[CH:16]=[CH:15][C:14]=2[OH:20])[N:7]=1)=[O:5])[CH3:2].C1(P(C2C=CC=CC=2)C2C=CC=CC=2)C=CC=CC=1.C(O[C:43](=O)[C:44]([CH2:48][CH3:49])([CH3:47])[CH2:45][CH3:46])C, predict the reaction product. The product is: [CH2:1]([O:3][C:4]([C:6]1[CH:10]=[C:9]([CH3:11])[N:8]([CH2:12][C:13]2[CH:18]=[C:17]([Br:19])[CH:16]=[CH:15][C:14]=2[O:20][CH2:43][C:44]([CH2:48][CH3:49])([CH3:47])[CH2:45][CH3:46])[N:7]=1)=[O:5])[CH3:2]. (5) The product is: [CH3:10][O:9][N:7]([CH3:8])[C:5](=[O:6])[C:4]1[CH:11]=[C:12]([S:14]([F:19])([F:15])([F:16])([F:17])[F:18])[CH:13]=[C:2]([NH:1][C:29](=[O:30])[C:28]([F:39])([F:38])[F:27])[CH:3]=1. Given the reactants [NH2:1][C:2]1[CH:3]=[C:4]([CH:11]=[C:12]([S:14]([F:19])([F:18])([F:17])([F:16])[F:15])[CH:13]=1)[C:5]([N:7]([O:9][CH3:10])[CH3:8])=[O:6].C(N(CC)CC)C.[F:27][C:28]([F:39])([F:38])[C:29](O[C:29](=[O:30])[C:28]([F:39])([F:38])[F:27])=[O:30].C(=O)([O-])O.[Na+], predict the reaction product. (6) Given the reactants [C:1]([O-:4])(O)=O.[Na+].BrC[C:8]1[CH:13]=[CH:12][C:11]([I:14])=[CH:10][C:9]=1[N+:15]([O-:17])=[O:16], predict the reaction product. The product is: [I:14][C:11]1[CH:12]=[CH:13][C:8]([CH:1]=[O:4])=[C:9]([N+:15]([O-:17])=[O:16])[CH:10]=1. (7) Given the reactants C[O:2][C:3](=[O:23])[CH2:4][CH2:5][CH2:6][CH:7]1[CH2:12][CH2:11][N:10]([C:13]2[CH:18]=[CH:17][C:16]([C:19]([CH3:22])([CH3:21])[CH3:20])=[CH:15][CH:14]=2)[CH2:9][CH2:8]1.[OH-].[Li+:25].O1CCCC1, predict the reaction product. The product is: [Li+:25].[C:19]([C:16]1[CH:15]=[CH:14][C:13]([N:10]2[CH2:11][CH2:12][CH:7]([CH2:6][CH2:5][CH2:4][C:3]([O-:23])=[O:2])[CH2:8][CH2:9]2)=[CH:18][CH:17]=1)([CH3:22])([CH3:20])[CH3:21].